From a dataset of Reaction yield outcomes from USPTO patents with 853,638 reactions. Predict the reaction yield, written as a fraction of the theoretical maximum amount of product (1.0 means a 100% yield; for example, 0.34 means a 34% yield). (1) The reactants are [C:1]([C:5]1[CH:36]=[CH:35][C:8]([C:9]([NH:11][C@@H:12]([CH2:20][C:21]2[CH:26]=[CH:25][C:24]([C:27]3[N:32]=[CH:31][C:30]([C:33]#[N:34])=[CH:29][N:28]=3)=[CH:23][CH:22]=2)[C:13]([O:15][C:16]([CH3:19])([CH3:18])[CH3:17])=[O:14])=[O:10])=[CH:7][CH:6]=1)([CH3:4])([CH3:3])[CH3:2].[NH4+].[Cl-].[N-:39]=[N+:40]=[N-:41].[Na+]. The catalyst is CN(C=O)C.CC(=O)OCC. The product is [N:34]1[NH:39][N:40]=[N:41][C:33]=1[C:30]1[CH:29]=[N:28][C:27]([C:24]2[CH:23]=[CH:22][C:21]([CH2:20][C@H:12]([NH:11][C:9](=[O:10])[C:8]3[CH:7]=[CH:6][C:5]([C:1]([CH3:2])([CH3:3])[CH3:4])=[CH:36][CH:35]=3)[C:13]([O:15][C:16]([CH3:19])([CH3:17])[CH3:18])=[O:14])=[CH:26][CH:25]=2)=[N:32][CH:31]=1. The yield is 0.120. (2) The reactants are Br[C:2]1[CH:10]=[CH:9][C:8]([O:11][CH3:12])=[C:7]2[C:3]=1[CH:4]=[CH:5][NH:6]2.[B:13]1([B:13]2[O:17][C:16]([CH3:19])([CH3:18])[C:15]([CH3:21])([CH3:20])[O:14]2)[O:17][C:16]([CH3:19])([CH3:18])[C:15]([CH3:21])([CH3:20])[O:14]1.CC([O-])=O.[K+]. The catalyst is O1CCOCC1.C1C=CC(P(C2C=CC=CC=2)[C-]2C=CC=C2)=CC=1.C1C=CC(P(C2C=CC=CC=2)[C-]2C=CC=C2)=CC=1.Cl[Pd]Cl.[Fe+2]. The product is [CH3:12][O:11][C:8]1[CH:9]=[CH:10][C:2]([B:13]2[O:17][C:16]([CH3:19])([CH3:18])[C:15]([CH3:21])([CH3:20])[O:14]2)=[C:3]2[C:7]=1[NH:6][CH:5]=[CH:4]2. The yield is 0.430. (3) The reactants are Br.Br[CH2:3][C:4]1[N:5]=[C:6]2[C:11](=[N:12][CH:13]=1)[N:10]=[C:9]([NH2:14])[N:8]=[C:7]2[NH2:15].[C:16]([O:20][C:21](=[O:32])[CH:22]([NH2:31])[CH2:23][C:24]1[CH:29]=[CH:28][C:27]([OH:30])=[CH:26][CH:25]=1)([CH3:19])([CH3:18])[CH3:17].C(=O)(O)[O-]. The catalyst is CN(C)C(=O)C. The product is [C:16]([O:20][C:21](=[O:32])[CH:22]([NH:31][CH2:3][C:4]1[N:5]=[C:6]2[C:11](=[N:12][CH:13]=1)[N:10]=[C:9]([NH2:14])[N:8]=[C:7]2[NH2:15])[CH2:23][C:24]1[CH:25]=[CH:26][C:27]([OH:30])=[CH:28][CH:29]=1)([CH3:19])([CH3:17])[CH3:18]. The yield is 0.710.